From a dataset of Full USPTO retrosynthesis dataset with 1.9M reactions from patents (1976-2016). Predict the reactants needed to synthesize the given product. (1) Given the product [N:25]1([C:23](=[O:24])[CH2:22][NH:20][C@H:17]2[CH2:18][CH2:19][C@H:14]([O:13][C:12]3[C:1]4[C:2]5[CH2:3][CH2:4][CH2:5][C:6]=5[S:7][C:8]=4[N:9]=[CH:10][N:11]=3)[CH2:15][CH2:16]2)[CH2:29][CH2:28][CH2:27][CH2:26]1.[O:24]=[C:23]([N:25]1[CH2:29][CH2:28][CH2:27][CH2:26]1)[CH2:22][N:20]([C@H:17]1[CH2:18][CH2:19][C@H:14]([O:13][C:12]2[C:1]3[C:2]4[CH2:3][CH2:4][CH2:5][C:6]=4[S:7][C:8]=3[N:9]=[CH:10][N:11]=2)[CH2:15][CH2:16]1)[CH2:22][C:23]([N:25]1[CH2:29][CH2:28][CH2:27][CH2:26]1)=[O:24], predict the reactants needed to synthesize it. The reactants are: [C:1]12[C:12]([O:13][CH:14]3[CH2:19][CH2:18][CH:17]([NH2:20])[CH2:16][CH2:15]3)=[N:11][CH:10]=[N:9][C:8]=1[S:7][C:6]1[CH2:5][CH2:4][CH2:3][C:2]2=1.Cl[CH2:22][C:23]([N:25]1[CH2:29][CH2:28][CH2:27][CH2:26]1)=[O:24]. (2) Given the product [CH2:1]([N:8]([C:16]1[CH:21]=[CH:20][C:19]([C:22]([F:25])([F:23])[F:24])=[CH:18][C:17]=1[N+:26]([O-:28])=[O:27])[C@@H:9]([CH2:12][CH3:13])[CH2:10][OH:11])[C:2]1[CH:7]=[CH:6][CH:5]=[CH:4][CH:3]=1, predict the reactants needed to synthesize it. The reactants are: [CH2:1]([NH:8][C@@H:9]([CH2:12][CH3:13])[CH2:10][OH:11])[C:2]1[CH:7]=[CH:6][CH:5]=[CH:4][CH:3]=1.[F-].F[C:16]1[CH:21]=[CH:20][C:19]([C:22]([F:25])([F:24])[F:23])=[CH:18][C:17]=1[N+:26]([O-:28])=[O:27].C([O-])([O-])=O.[K+].[K+].